Dataset: Full USPTO retrosynthesis dataset with 1.9M reactions from patents (1976-2016). Task: Predict the reactants needed to synthesize the given product. (1) Given the product [Br:1][C:2]1[CH:18]=[CH:17][C:5]2[NH:6][C:7](=[O:16])[CH2:8][C:9]3[CH:12]=[N:22][C:20]([NH:19][C:23]4[CH:31]=[CH:30][C:26]([C:27]([OH:29])=[O:28])=[CH:25][CH:24]=4)=[N:21][C:10]=3[C:4]=2[CH:3]=1, predict the reactants needed to synthesize it. The reactants are: [Br:1][C:2]1[CH:18]=[CH:17][C:5]2[NH:6][C:7](=[O:16])[CH2:8][C:9](=[CH:12]N(C)C)[C:10](=O)[C:4]=2[CH:3]=1.[NH:19]([C:23]1[CH:31]=[CH:30][C:26]([C:27]([OH:29])=[O:28])=[CH:25][CH:24]=1)[C:20]([NH2:22])=[NH:21]. (2) Given the product [CH3:1][C:2]1[N:3]=[C:4]([NH:7][C:9]2[CH:19]=[C:18]([O:20][C:21]3[C:30]4[C:25](=[CH:26][CH:27]=[CH:28][CH:29]=4)[CH:24]=[CH:23][CH:22]=3)[C:12]([C:13]([O:15][CH2:16][CH3:17])=[O:14])=[CH:11][N:10]=2)[S:5][CH:6]=1, predict the reactants needed to synthesize it. The reactants are: [CH3:1][C:2]1[N:3]=[C:4]([NH2:7])[S:5][CH:6]=1.Cl[C:9]1[CH:19]=[C:18]([O:20][C:21]2[C:30]3[C:25](=[CH:26][CH:27]=[CH:28][CH:29]=3)[CH:24]=[CH:23][CH:22]=2)[C:12]([C:13]([O:15][CH2:16][CH3:17])=[O:14])=[CH:11][N:10]=1.P([O-])([O-])([O-])=O.[K+].[K+].[K+].O.